From a dataset of Forward reaction prediction with 1.9M reactions from USPTO patents (1976-2016). Predict the product of the given reaction. (1) Given the reactants [N-:1]=[N+:2]=[N-:3].[Na+].Br[CH2:6][C:7]([C:9]1[CH:14]=[CH:13][CH:12]=[CH:11][C:10]=1[O:15][CH3:16])=[O:8], predict the reaction product. The product is: [N:1]([CH2:6][C:7]([C:9]1[CH:14]=[CH:13][CH:12]=[CH:11][C:10]=1[O:15][CH3:16])=[O:8])=[N+:2]=[N-:3]. (2) Given the reactants I([O-])(=O)(=O)=O.[Na+].[C:7]([CH:15]([C:28]1[O:29][CH:30]=CC=1)[CH2:16][C:17]([C:20]1[CH:25]=[C:24]([F:26])[CH:23]=[CH:22][C:21]=1[Br:27])([CH3:19])[CH3:18])(=[O:14])[C:8]1[CH:13]=[CH:12][CH:11]=[CH:10][CH:9]=1.[O-:33]S([O-])=O.[Na+].[Na+].C(O)(=O)CC(CC(O)=O)(C(O)=O)O.CI.C(=O)([O-])[O-].[Cs+].[Cs+], predict the reaction product. The product is: [CH3:30][O:29][C:28](=[O:33])[CH:15]([C:7](=[O:14])[C:8]1[CH:9]=[CH:10][CH:11]=[CH:12][CH:13]=1)[CH2:16][C:17]([C:20]1[CH:25]=[C:24]([F:26])[CH:23]=[CH:22][C:21]=1[Br:27])([CH3:18])[CH3:19]. (3) Given the reactants Br[C:2]1[CH:3]=[C:4]([NH:10][C:11]2[CH:16]=[CH:15][C:14]([CH:17]3[CH2:20][N:19]([CH:21]4[CH2:24][O:23][CH2:22]4)[CH2:18]3)=[CH:13][N:12]=2)[C:5](=[O:9])[N:6]([CH3:8])[CH:7]=1.[C:25]([O:28][CH2:29][C:30]1[C:31]([N:39]2[CH2:50][CH2:49][N:48]3[C:41](=[CH:42][C:43]4[CH2:44][C:45]([CH3:52])([CH3:51])[CH2:46][C:47]=43)[C:40]2=[O:53])=[N:32][CH:33]=[CH:34][C:35]=1B(O)O)(=[O:27])[CH3:26].C([O-])(=O)C.[Na+].[O-]P([O-])([O-])=O.[K+].[K+].[K+], predict the reaction product. The product is: [C:25]([O:28][CH2:29][C:30]1[C:31]([N:39]2[CH2:50][CH2:49][N:48]3[C:41](=[CH:42][C:43]4[CH2:44][C:45]([CH3:52])([CH3:51])[CH2:46][C:47]=43)[C:40]2=[O:53])=[N:32][CH:33]=[CH:34][C:35]=1[C:2]1[CH:3]=[C:4]([NH:10][C:11]2[CH:16]=[CH:15][C:14]([CH:17]3[CH2:20][N:19]([CH:21]4[CH2:24][O:23][CH2:22]4)[CH2:18]3)=[CH:13][N:12]=2)[C:5](=[O:9])[N:6]([CH3:8])[CH:7]=1)(=[O:27])[CH3:26]. (4) Given the reactants [Br:1][C:2]1[CH:7]=[C:6]([N+:8]([O-:10])=[O:9])[C:5]([NH:11][CH3:12])=[CH:4][N+:3]=1[O-].P(Br)(Br)Br.O.CO, predict the reaction product. The product is: [Br:1][C:2]1[N:3]=[CH:4][C:5]([NH:11][CH3:12])=[C:6]([N+:8]([O-:10])=[O:9])[CH:7]=1.